This data is from Catalyst prediction with 721,799 reactions and 888 catalyst types from USPTO. The task is: Predict which catalyst facilitates the given reaction. (1) Product: [Cl:23][C:24]1[CH:25]=[C:26]([CH:30]=[CH:31][C:32]=1[Cl:33])[C:27]([NH:2][CH2:3][C:4]1[CH:5]=[C:6]2[C:10](=[CH:11][CH:12]=1)[C:9](=[O:13])[N:8]([CH:14]1[CH2:19][CH2:18][C:17](=[O:20])[NH:16][C:15]1=[O:21])[C:7]2=[O:22])=[O:28]. The catalyst class is: 1. Reactant: Cl.[NH2:2][CH2:3][C:4]1[CH:5]=[C:6]2[C:10](=[CH:11][CH:12]=1)[C:9](=[O:13])[N:8]([CH:14]1[CH2:19][CH2:18][C:17](=[O:20])[NH:16][C:15]1=[O:21])[C:7]2=[O:22].[Cl:23][C:24]1[CH:25]=[C:26]([CH:30]=[CH:31][C:32]=1[Cl:33])[C:27](Cl)=[O:28].CCN(C(C)C)C(C)C. (2) Reactant: [Cl:1][C:2]1[CH:3]=[C:4]([CH:8]=[CH:9][C:10]=1[C:11]1[N:15]=[C:14]([C:16]2[N:17]=[C:18]3[C:23]([Cl:24])=[CH:22][C:21]([C:25]([F:28])([F:27])[F:26])=[CH:20][N:19]3[CH:29]=2)[O:13][N:12]=1)[C:5](Cl)=[O:6].[NH3:30]. Product: [Cl:1][C:2]1[CH:3]=[C:4]([CH:8]=[CH:9][C:10]=1[C:11]1[N:15]=[C:14]([C:16]2[N:17]=[C:18]3[C:23]([Cl:24])=[CH:22][C:21]([C:25]([F:28])([F:27])[F:26])=[CH:20][N:19]3[CH:29]=2)[O:13][N:12]=1)[C:5]([NH2:30])=[O:6]. The catalyst class is: 25. (3) Reactant: [CH3:1][O:2][C:3]1[CH:4]=[C:5]([C:11](=[O:19])/[CH:12]=[CH:13]/[C:14]([O:16]CC)=O)[CH:6]=[CH:7][C:8]=1[O:9][CH3:10].[C:20]1([Mg]Br)[CH:25]=[CH:24][CH:23]=[CH:22][CH:21]=1.[Cl-].[NH4+]. Product: [CH3:1][O:2][C:3]1[CH:4]=[C:5]([C:11](=[O:19])/[CH:12]=[CH:13]/[C:14]([C:20]2[CH:25]=[CH:24][CH:23]=[CH:22][CH:21]=2)=[O:16])[CH:6]=[CH:7][C:8]=1[O:9][CH3:10]. The catalyst class is: 7. (4) Reactant: [NH2:1][C:2]1[CH:7]=[C:6]([Br:8])[CH:5]=[CH:4][C:3]=1[OH:9].[NH:10]1[CH2:15][CH2:14][CH:13]([C:16](O)=O)[CH2:12][CH2:11]1.[OH-].[Na+].CCOC(C)=O.O. Product: [Br:8][C:6]1[CH:5]=[CH:4][C:3]2[O:9][C:16]([CH:13]3[CH2:14][CH2:15][NH:10][CH2:11][CH2:12]3)=[N:1][C:2]=2[CH:7]=1. The catalyst class is: 6.